From a dataset of Human liver microsome stability data. Regression/Classification. Given a drug SMILES string, predict its absorption, distribution, metabolism, or excretion properties. Task type varies by dataset: regression for continuous measurements (e.g., permeability, clearance, half-life) or binary classification for categorical outcomes (e.g., BBB penetration, CYP inhibition). Dataset: hlm. (1) The drug is CC[C@@H]1C[C@@H](C(=O)NC[C@@H]2CCCO2)CN(Cc2nc(-c3ccccc3)oc2C)C1. The result is 1 (stable in human liver microsomes). (2) The molecule is COc1ccc(-c2cc(-c3ccc(C(=O)O)cc3)cnc2N)cn1. The result is 0 (unstable in human liver microsomes). (3) The compound is COc1ccc(-c2cc(C3=Nc4c(C(C)(C)C)nn(CCCO)c4C(=O)NC3)ccc2OC)c(OC)c1. The result is 0 (unstable in human liver microsomes). (4) The drug is CN(C)C(=O)c1ccc2c(c1)CC(C(=O)Nc1ccc(-c3cn[nH]c3)cc1)CO2. The result is 0 (unstable in human liver microsomes). (5) The result is 0 (unstable in human liver microsomes). The molecule is Cc1cc(NC(=O)c2cccc(-n3cc(NC(=O)Nc4ccccc4Cl)cn3)c2)ccn1.